This data is from Reaction yield outcomes from USPTO patents with 853,638 reactions. The task is: Predict the reaction yield, written as a fraction of the theoretical maximum amount of product (1.0 means a 100% yield; for example, 0.34 means a 34% yield). (1) The reactants are [O:1]1[CH:5]=[CH:4][CH:3]=[C:2]1[C:6]1[N:7]=[C:8]([NH:17][C:18]([C:20]2[CH:25]=[CH:24][N:23]=[C:22]([O:26]CC3C=CC(OC)=CC=3)[CH:21]=2)=[O:19])[S:9][C:10]=1[C:11]1[CH:16]=[CH:15][N:14]=[CH:13][CH:12]=1.C1(OC)C=CC=CC=1.C(=O)([O-])O.[Na+]. The catalyst is FC(F)(F)C(O)=O. The product is [O:1]1[CH:5]=[CH:4][CH:3]=[C:2]1[C:6]1[N:7]=[C:8]([NH:17][C:18]([C:20]2[CH:25]=[CH:24][NH:23][C:22](=[O:26])[CH:21]=2)=[O:19])[S:9][C:10]=1[C:11]1[CH:12]=[CH:13][N:14]=[CH:15][CH:16]=1. The yield is 0.680. (2) The reactants are [CH:1]1([CH2:4][CH2:5][NH:6][C:7]([C:9]2[N:10]=[N:11][C:12](Cl)=[CH:13][CH:14]=2)=[O:8])[CH2:3][CH2:2]1.[C:16]([N:23]1[CH2:27][CH2:26][CH:25]([NH2:28])[CH2:24]1)([O:18][C:19]([CH3:22])([CH3:21])[CH3:20])=[O:17].N12CCCN=C1CCCCC2.[I-].[Na+]. The catalyst is [Br-].C([N+](CCCC)(CCCC)CCCC)CCC.O1CCOCC1. The product is [C:19]([O:18][C:16]([N:23]1[CH2:27][CH2:26][CH:25]([NH:28][C:12]2[N:11]=[N:10][C:9]([C:7](=[O:8])[NH:6][CH2:5][CH2:4][CH:1]3[CH2:3][CH2:2]3)=[CH:14][CH:13]=2)[CH2:24]1)=[O:17])([CH3:22])([CH3:20])[CH3:21]. The yield is 0.810. (3) The reactants are [Cl:1][C:2]1[CH:9]=[CH:8][C:5]([CH2:6]Cl)=[C:4]([CH3:10])[CH:3]=1.[C-:11]#[N:12].[K+]. The catalyst is C(O)C. The product is [Cl:1][C:2]1[CH:9]=[CH:8][C:5]([CH2:6][C:11]#[N:12])=[C:4]([CH3:10])[CH:3]=1. The yield is 0.660.